Dataset: Full USPTO retrosynthesis dataset with 1.9M reactions from patents (1976-2016). Task: Predict the reactants needed to synthesize the given product. (1) The reactants are: [CH:1]1[C:10]2[CH:9]=[CH:8][CH:7]=[C:6]([NH2:11])[C:5]=2[CH:4]=[CH:3][N:2]=1.O=[C:13]1[CH2:17][CH2:16][N:15]([C:18](OC(C)(C)C)=O)[CH2:14]1.[BH-]([O:34][C:35]([CH3:37])=[O:36])([O:34][C:35]([CH3:37])=[O:36])[O:34][C:35]([CH3:37])=[O:36].[Na+]. Given the product [CH:1]1[C:10]2[C:5](=[C:6]([NH:11][CH:17]3[CH2:13][CH2:14][N:15]([CH2:18][C:4]4[CH:3]=[C:37]([CH:9]=[CH:10][CH:5]=4)[C:35]([OH:34])=[O:36])[CH2:16]3)[CH:7]=[CH:8][CH:9]=2)[CH:4]=[CH:3][N:2]=1, predict the reactants needed to synthesize it. (2) The reactants are: [C:1]([C:4]1[CH:8]=[C:7]([C:9]([NH:11][C@H:12]([CH2:28][CH3:29])[CH2:13][N:14]2[CH:18]=[CH:17][C:16]([C:19]3[CH:24]=[CH:23][C:22]([C:25]#[N:26])=[C:21]([Cl:27])[CH:20]=3)=[N:15]2)=[O:10])[NH:6][N:5]=1)(=[O:3])[CH3:2].[BH4-].[Na+]. Given the product [Cl:27][C:21]1[CH:20]=[C:19]([C:16]2[CH:17]=[CH:18][N:14]([CH2:13][C@H:12]([NH:11][C:9]([C:7]3[NH:6][N:5]=[C:4]([CH:1]([OH:3])[CH3:2])[CH:8]=3)=[O:10])[CH2:28][CH3:29])[N:15]=2)[CH:24]=[CH:23][C:22]=1[C:25]#[N:26], predict the reactants needed to synthesize it. (3) Given the product [CH2:1]([O:8][C:9]1[C:14](=[O:15])[CH:13]=[C:12]([CH2:16][OH:17])[N:35]2[CH2:34][CH2:33][N:23]([CH2:24][C:25]3[CH:30]=[CH:29][C:28]([Cl:43])=[C:27]([Cl:32])[CH:26]=3)[C:21](=[O:22])[C:10]=12)[C:2]1[CH:3]=[CH:4][CH:5]=[CH:6][CH:7]=1, predict the reactants needed to synthesize it. The reactants are: [CH2:1]([O:8][C:9]1[C:14](=[O:15])[CH:13]=[C:12]([CH2:16][O:17]COC)O[C:10]=1[C:21]([N:23]([CH2:33][CH2:34][NH:35]C(=O)OC(C)(C)C)[CH2:24][C:25]1[CH:30]=[CH:29][C:28](Cl)=[C:27]([Cl:32])[CH:26]=1)=[O:22])[C:2]1[CH:7]=[CH:6][CH:5]=[CH:4][CH:3]=1.[ClH:43].O1CCOCC1. (4) Given the product [OH:4][CH:3]([C:5]1[CH:10]=[CH:9][CH:8]=[C:7]([OH:11])[CH:6]=1)[CH:2]([NH:1][C:37]([C:26]1[CH:27]=[CH:28][CH:29]=[C:30]2[CH2:36][CH2:35][CH2:34][CH:33]=[CH:32][C:31]=12)=[O:38])[CH2:12][C:13]1[CH:18]=[CH:17][CH:16]=[C:15]([O:19][C:20]([F:24])([F:25])[CH:21]([F:22])[F:23])[CH:14]=1, predict the reactants needed to synthesize it. The reactants are: [NH2:1][CH:2]([CH2:12][C:13]1[CH:18]=[CH:17][CH:16]=[C:15]([O:19][C:20]([F:25])([F:24])[CH:21]([F:23])[F:22])[CH:14]=1)[CH:3]([C:5]1[CH:6]=[C:7]([OH:11])[CH:8]=[CH:9][CH:10]=1)[OH:4].[C:26]1([C:37](O)=[O:38])[CH:27]=[CH:28][CH:29]=[C:30]2[CH2:36][CH2:35][CH2:34][CH:33]=[CH:32][C:31]=12.Cl.C(N=C=NCCCN(C)C)C.O.ON1C2C=CC=CC=2N=N1. (5) Given the product [C:3]([O:7][C:8](=[O:19])[CH:9]([C:10]1[CH:15]=[CH:14][C:13]([S:16][CH3:17])=[CH:12][C:11]=1[CH3:18])[CH2:25][C:24]1[CH:27]=[CH:28][C:21]([F:20])=[CH:22][CH:23]=1)([CH3:5])([CH3:4])[CH3:6], predict the reactants needed to synthesize it. The reactants are: [H-].[Na+].[C:3]([O:7][C:8](=[O:19])[CH2:9][C:10]1[CH:15]=[CH:14][C:13]([S:16][CH3:17])=[CH:12][C:11]=1[CH3:18])([CH3:6])([CH3:5])[CH3:4].[F:20][C:21]1[CH:28]=[CH:27][C:24]([CH2:25]Br)=[CH:23][CH:22]=1. (6) Given the product [CH3:33][N:34]([CH3:39])[CH2:35][CH2:36][CH2:37][NH:38][C:2]1[N:7]=[C:6]([C:8]2[S:12][C:11]([CH:13]([CH3:15])[CH3:14])=[N:10][C:9]=2[C:16]2[CH:17]=[C:18]([NH:22][S:23]([C:26]3[CH:31]=[CH:30][CH:29]=[C:28]([F:32])[CH:27]=3)(=[O:25])=[O:24])[CH:19]=[CH:20][CH:21]=2)[CH:5]=[CH:4][N:3]=1, predict the reactants needed to synthesize it. The reactants are: Cl[C:2]1[N:7]=[C:6]([C:8]2[S:12][C:11]([CH:13]([CH3:15])[CH3:14])=[N:10][C:9]=2[C:16]2[CH:17]=[C:18]([NH:22][S:23]([C:26]3[CH:31]=[CH:30][CH:29]=[C:28]([F:32])[CH:27]=3)(=[O:25])=[O:24])[CH:19]=[CH:20][CH:21]=2)[CH:5]=[CH:4][N:3]=1.[CH3:33][N:34]([CH3:39])[CH2:35][CH2:36][CH2:37][NH2:38].C([O-])([O-])=O.[K+].[K+]. (7) Given the product [NH2:12][C:10](=[O:11])[CH2:9][C:8]1[C:4]2[CH:3]=[CH:2][S:1][C:5]=2[N:6]([C:18]([O:17][C:14]([CH3:16])([CH3:15])[CH3:13])=[O:19])[CH:7]=1, predict the reactants needed to synthesize it. The reactants are: [S:1]1[C:5]2[NH:6][CH:7]=[C:8]([CH2:9][C:10]([NH2:12])=[O:11])[C:4]=2[CH:3]=[CH:2]1.[CH3:13][C:14]([O:17][C:18](O[C:18]([O:17][C:14]([CH3:16])([CH3:15])[CH3:13])=[O:19])=[O:19])([CH3:16])[CH3:15]. (8) The reactants are: [C:1]([C:3]1[C:4]([CH3:20])=[C:5]2[C:10](=[CH:11][CH:12]=1)[CH2:9][N:8]([C:13]([O:15][C:16]([CH3:19])([CH3:18])[CH3:17])=[O:14])[CH2:7][CH2:6]2)#[N:2].Cl.[NH2:22][OH:23].C(=O)(O)[O-].[Na+]. Given the product [OH:23][NH:22][C:1](=[NH:2])[C:3]1[C:4]([CH3:20])=[C:5]2[C:10](=[CH:11][CH:12]=1)[CH2:9][N:8]([C:13]([O:15][C:16]([CH3:17])([CH3:18])[CH3:19])=[O:14])[CH2:7][CH2:6]2, predict the reactants needed to synthesize it.